This data is from Reaction yield outcomes from USPTO patents with 853,638 reactions. The task is: Predict the reaction yield, written as a fraction of the theoretical maximum amount of product (1.0 means a 100% yield; for example, 0.34 means a 34% yield). (1) The reactants are Br[C:2]1[CH:3]=[C:4]([C:8]2([C:18]3[CH:19]=[N:20][C:21]([O:24][CH3:25])=[N:22][CH:23]=3)[C:16]3[C:11](=[CH:12][CH:13]=[CH:14][CH:15]=3)[C:10]([NH2:17])=[N:9]2)[CH:5]=[CH:6][CH:7]=1.[F:26][C:27]1[C:32](B(O)O)=[CH:31][CH:30]=[CH:29][N:28]=1. No catalyst specified. The product is [F:26][C:27]1[C:32]([C:2]2[CH:3]=[C:4]([C:8]3([C:18]4[CH:23]=[N:22][C:21]([O:24][CH3:25])=[N:20][CH:19]=4)[C:16]4[C:11](=[CH:12][CH:13]=[CH:14][CH:15]=4)[C:10]([NH2:17])=[N:9]3)[CH:5]=[CH:6][CH:7]=2)=[CH:31][CH:30]=[CH:29][N:28]=1. The yield is 0.340. (2) The product is [ClH:39].[NH2:23][C@@H:19]1[CH2:20][CH2:21][CH2:22][N:17]([C:3]2[C:2]([Br:1])=[CH:7][N:6]=[C:5]3[NH:8][CH:9]=[C:10]([NH:11][C:12](=[O:13])[O:14][CH2:15][CH3:16])[C:4]=23)[CH2:18]1. The reactants are [Br:1][C:2]1[C:3]([N:17]2[CH2:22][CH2:21][CH2:20][C@@H:19]([NH:23]C(=O)OC(C)(C)C)[CH2:18]2)=[C:4]2[C:10]([NH:11][C:12]([O:14][CH2:15][CH3:16])=[O:13])=[CH:9][NH:8][C:5]2=[N:6][CH:7]=1.C(O)(C(F)(F)F)=O.C(Cl)[Cl:39]. No catalyst specified. The yield is 0.790. (3) The reactants are C(OC([N:8]1[CH2:11][C:10]([CH3:34])([C@H:12]([C:14]2[CH:15]=[C:16]3[C:25](=[CH:26][C:27]=2[C:28]([F:31])([F:30])[F:29])[O:24][CH2:23][C:22]2[N:17]3[C@H:18]([CH3:33])[C:19](=[O:32])[NH:20][N:21]=2)[CH3:13])[CH2:9]1)=O)(C)(C)C.[C:35]([OH:41])([C:37]([F:40])([F:39])[F:38])=[O:36]. The catalyst is C(Cl)Cl. The product is [F:38][C:37]([F:40])([F:39])[C:35]([OH:41])=[O:36].[CH3:33][C@H:18]1[N:17]2[C:22]([CH2:23][O:24][C:25]3[C:16]2=[CH:15][C:14]([C@H:12]([C:10]2([CH3:34])[CH2:9][NH:8][CH2:11]2)[CH3:13])=[C:27]([C:28]([F:29])([F:31])[F:30])[CH:26]=3)=[N:21][NH:20][C:19]1=[O:32]. The yield is 0.840. (4) The reactants are C(OC(=O)C)C.[ClH:7].C(OC([CH2:15][NH:16][CH2:17][C:18]([O:20][CH2:21][N:22]1[C:31]2[C:26](=[C:27]([F:36])[CH:28]=[CH:29][C:30]=2[O:32][CH2:33][CH2:34][CH3:35])[C:25](=[O:37])[C:24]([C:38]2[CH:43]=[CH:42][C:41]([O:44][CH3:45])=[CH:40][CH:39]=2)=[CH:23]1)=[O:19])=O)(C)(C)C. The catalyst is C(OCC)(=O)C. The product is [ClH:7].[CH3:15][NH:16][CH2:17][C:18]([O:20][CH2:21][N:22]1[C:31]2[C:26](=[C:27]([F:36])[CH:28]=[CH:29][C:30]=2[O:32][CH2:33][CH2:34][CH3:35])[C:25](=[O:37])[C:24]([C:38]2[CH:43]=[CH:42][C:41]([O:44][CH3:45])=[CH:40][CH:39]=2)=[CH:23]1)=[O:19]. The yield is 0.880.